From a dataset of Forward reaction prediction with 1.9M reactions from USPTO patents (1976-2016). Predict the product of the given reaction. (1) The product is: [Br:10][C:11]1[CH:16]=[CH:15][N:14]=[C:13]2[N:17]([S:21]([C:24]3[CH:29]=[CH:28][C:27]([CH3:30])=[CH:26][CH:25]=3)(=[O:23])=[O:22])[C:18]([C:1]3[CH:6]=[CH:5][CH:4]=[CH:3][CH:2]=3)=[CH:19][C:12]=12. Given the reactants [C:1]1(B(O)O)[CH:6]=[CH:5][CH:4]=[CH:3][CH:2]=1.[Br:10][C:11]1[CH:16]=[CH:15][N:14]=[C:13]2[N:17]([S:21]([C:24]3[CH:29]=[CH:28][C:27]([CH3:30])=[CH:26][CH:25]=3)(=[O:23])=[O:22])[C:18](I)=[CH:19][C:12]=12.C(=O)([O-])[O-].[Na+].[Na+], predict the reaction product. (2) Given the reactants [CH3:1][O:2][C:3]([C:5]1[C:6]2[CH:7](O)[C:8]([CH3:24])([CH3:23])[CH:9]([C:16]3[CH:21]=[CH:20][CH:19]=[C:18]([Br:22])[CH:17]=3)[NH:10][C:11]=2[CH:12]=[C:13]([Cl:15])[CH:14]=1)=[O:4].C([SiH](CC)CC)C, predict the reaction product. The product is: [CH3:1][O:2][C:3]([C:5]1[C:6]2[CH2:7][C:8]([CH3:24])([CH3:23])[CH:9]([C:16]3[CH:21]=[CH:20][CH:19]=[C:18]([Br:22])[CH:17]=3)[NH:10][C:11]=2[CH:12]=[C:13]([Cl:15])[CH:14]=1)=[O:4]. (3) The product is: [OH:23][C:18]1[CH:17]=[C:16]2[C:21]([CH:22]=[C:13]([C:11]3[S:12][C:8]([C:6]([OH:7])=[O:5])=[C:9]([CH3:25])[N:10]=3)[C:14](=[O:24])[O:15]2)=[CH:20][CH:19]=1. Given the reactants C([O:5][C:6]([C:8]1[S:12][C:11]([C:13]2[C:14](=[O:24])[O:15][C:16]3[C:21]([CH:22]=2)=[CH:20][CH:19]=[C:18]([OH:23])[CH:17]=3)=[N:10][C:9]=1[CH3:25])=[O:7])(C)(C)C.C1(OC)C=CC=CC=1.FC(F)(F)C(O)=O.C(OCC)C, predict the reaction product. (4) Given the reactants [CH3:1][O:2][C:3]([C:5]1[CH:6]=[CH:7][C:8]([C:11]([OH:13])=O)=[N:9][CH:10]=1)=[O:4].C(Cl)(=O)C(Cl)=O.[O:20]1[CH2:25][CH2:24][CH:23]([NH2:26])[CH2:22][CH2:21]1, predict the reaction product. The product is: [O:20]1[CH2:25][CH2:24][CH:23]([NH:26][C:11]([C:8]2[CH:7]=[CH:6][C:5]([C:3]([O:2][CH3:1])=[O:4])=[CH:10][N:9]=2)=[O:13])[CH2:22][CH2:21]1. (5) Given the reactants Br[C:2]1[CH:3]=[C:4]([NH2:16])[CH:5]=[C:6]([C:8]2[CH:13]=[CH:12][C:11]([F:14])=[CH:10][C:9]=2[F:15])[CH:7]=1.[F:17][C:18]1[N:23]=[CH:22][C:21](B(O)O)=[CH:20][CH:19]=1.C([O-])([O-])=O.[K+].[K+], predict the reaction product. The product is: [F:15][C:9]1[CH:10]=[C:11]([F:14])[CH:12]=[CH:13][C:8]=1[C:6]1[CH:7]=[C:2]([C:21]2[CH:22]=[N:23][C:18]([F:17])=[CH:19][CH:20]=2)[CH:3]=[C:4]([NH2:16])[CH:5]=1. (6) Given the reactants [I-:1].[I-].[I-].[CH2:4]([N:7]([C:11]1[CH:12]=[CH:13][C:14]2[C:23]([CH:24]=1)=[S+:22][C:21]1[C:16](=[CH:17][CH:18]=[CH:19][CH:20]=1)[N:15]=2)[CH2:8][CH2:9][CH3:10])[CH2:5][CH3:6].C(N([C:32]1[CH:33]=[CH:34][C:35]2[C:44]([CH:45]=1)=[S+][C:42]1[C:37](=[CH:38][CH:39]=[CH:40][CH:41]=1)[N:36]=2)CCC)CC.C(N(C1C=CC2C(C=1)=[S+]C1C(=CC=CC=1)N=2)CCC)CC.C(NCCCCCC)CCCCC, predict the reaction product. The product is: [I-:1].[CH2:37]([N:36]([C:19]1[CH:18]=[CH:17][C:16]2[C:21]([CH:20]=1)=[S+:22][C:23]1[C:14](=[CH:13][CH:12]=[C:11]([N:7]([CH2:8][CH2:9][CH3:10])[CH2:4][CH2:5][CH3:6])[CH:24]=1)[N:15]=2)[CH2:35][CH2:34][CH2:33][CH2:32][CH2:45][CH3:44])[CH2:38][CH2:39][CH2:40][CH2:41][CH3:42].